From a dataset of Peptide-MHC class II binding affinity with 134,281 pairs from IEDB. Regression. Given a peptide amino acid sequence and an MHC pseudo amino acid sequence, predict their binding affinity value. This is MHC class II binding data. The peptide sequence is QRRFGGTVIRNPLSR. The MHC is DRB1_1301 with pseudo-sequence DRB1_1301. The binding affinity (normalized) is 0.631.